Dataset: Experimentally validated miRNA-target interactions with 360,000+ pairs, plus equal number of negative samples. Task: Binary Classification. Given a miRNA mature sequence and a target amino acid sequence, predict their likelihood of interaction. (1) The miRNA is rno-miR-30c-1-3p with sequence CUGGGAGAGGGUUGUUUACUCC. The protein sequence of the target gene is MIPPQEASARRREIEDKLKQEEETLSFIRDSLEKSDQLTKNMVSILSSFESRLMKLENSIIPVHKQTENLQRLQENVEKTLSCLDHVISYYHVASDTEKIIREGPTGRLEEYLGSMAKIQKAVEYFQDNSPDSPELNKVKLLFERGKEALESEFRSLMTRHSKVVSPVLILDLISGDDDLEAQEDVTLEHLPESVLQDVIRISRWLVEYGRNQDFMNVYYQIRSSQLDRSIKGLKEHFHKSSSSSGVPYSPAIPNKRKDTPTKKPVKRPGTIRKAQNLLKQYSQHGLDGKKGGSNLIPLE.... Result: 0 (no interaction). (2) The miRNA is hsa-miR-103a-3p with sequence AGCAGCAUUGUACAGGGCUAUGA. The protein sequence of the target gene is MAARAVLDEFTAPAEKAELLEQSRGRIEGLFGVSLAVLGALGAEEPLPARIWLQLCGAQEAVHSAKEYIKGICEPELEERECYPKDMHCIFVGAESLFLKSLIQDTCADLCILDIGLLGIRGSAEAVVMARSHIQQFVKLFENKENLPSSQKESEVKREFKQFVEAHADNYTMDLLILPTSLKKELLTLTQGEENLFETGDDEVIEMRDSQQTEFTQNAATGLNISRDETVLQEEARNKAGTPVSELTKQMDTVLSSSPDVLFDPINGLTPDEEALSNERICQKRRFSDSEERHTKKQFS.... Result: 1 (interaction). (3) The miRNA is hsa-miR-8059 with sequence GGGGAACUGUAGAUGAAAAGGC. The protein sequence of the target gene is MAQKHPGERRLCGAHRSGGTSLSTSGSSVDPEILSFSGLRDSAETAPNGTRCLKEHSGPKYTQPPNPAHWSDPSHGPPRGPGPPRGGGYPDESETGSEESGVDQELSRENETGYQEDGSPSFLSIPSACNCQGSPGVPEGTYSEEGDGSSSSLCHHCTSPALGEDEELEEEYDDEEPLKFPSDFSRVSSGKKPLSRRQKHRFLIKEDVRDSGRREPKAPGRHRLARKRSQTDKRRGLGLWGVEELCQLGQAGFWWLIELLVLVGEYVETCGHLIYACRKLKGSDLDLFRVWVGVWARRLG.... Result: 0 (no interaction). (4) The miRNA is hsa-miR-5003-3p with sequence UACUUUUCUAGGUUGUUGGGG. The protein sequence of the target gene is MRGSQEVLLMWLLVLAVGGTEHAYRPGRRVCAVRAHGDPVSESFVQRVYQPFLTTCDGHRACSTYRTIYRTAYRRSPGLAPARPRYACCPGWKRTSGLPGACGAAICQPPCRNGGSCVQPGRCRCPAGWRGDTCQSDVDECSARRGGCPQRCVNTAGSYWCQCWEGHSLSADGTLCVPKGGPPRVAPNPTGVDSAMKEEVQRLQSRVDLLEEKLQLVLAPLHSLASQALEHGLPDPGSLLVHSFQQLGRIDSLSEQISFLEEQLGSCSCKKDS. Result: 0 (no interaction). (5) Result: 0 (no interaction). The protein sequence of the target gene is MKNRIPVVLLACGSFNPITNMHLRLFEVARDHLHQTGRYQVIEGIISPVNDSYGKKDLVASHHRVAMARLALQTSDWIRVDPWESEQAQWMETVKVLRHHHRELLRSSAQMDGPDPSKTPSASAALPELKLLCGADVLKTFQTPNLWKDTHIQEIVEKFGLVCVSRSGHDPERYISDSPILQQFQHNIHLAREPVLNEISATYVRKALGQGQSVKYLLPEAVITYIRDQGLYINDGSWKGKGKTG. The miRNA is ath-miR159a with sequence UUUGGAUUGAAGGGAGCUCUA.